This data is from Peptide-MHC class II binding affinity with 134,281 pairs from IEDB. The task is: Regression. Given a peptide amino acid sequence and an MHC pseudo amino acid sequence, predict their binding affinity value. This is MHC class II binding data. (1) The peptide sequence is PSINDLDEVISNKFH. The MHC is DRB5_0101 with pseudo-sequence DRB5_0101. The binding affinity (normalized) is 0.401. (2) The peptide sequence is ATATATSAVGAPTGA. The MHC is HLA-DQA10401-DQB10402 with pseudo-sequence HLA-DQA10401-DQB10402. The binding affinity (normalized) is 0.256. (3) The peptide sequence is QLQPFPQPELPY. The MHC is HLA-DQA10501-DQB10201 with pseudo-sequence HLA-DQA10501-DQB10201. The binding affinity (normalized) is 0.0737. (4) The peptide sequence is VVAPQLPADLMIRII. The MHC is DRB4_0101 with pseudo-sequence DRB4_0103. The binding affinity (normalized) is 0.287. (5) The peptide sequence is TLEALDYKECEWPLT. The MHC is HLA-DQA10201-DQB10301 with pseudo-sequence HLA-DQA10201-DQB10301. The binding affinity (normalized) is 0. (6) The peptide sequence is TTSVIPAARLFKAFI. The MHC is HLA-DPA10103-DPB10401 with pseudo-sequence HLA-DPA10103-DPB10401. The binding affinity (normalized) is 0.420.